Dataset: Catalyst prediction with 721,799 reactions and 888 catalyst types from USPTO. Task: Predict which catalyst facilitates the given reaction. (1) Reactant: [C:1]([O:5][C:6]([N:8]1[CH2:13][CH2:12][O:11][C@H:10]([CH2:14][N:15]2[C:19]3[CH:20]=[CH:21][C:22]([CH3:24])=[CH:23][C:18]=3[N:17]=[C:16]2[C:25]2[C:33]([F:34])=[CH:32][C:28]([C:29]([OH:31])=O)=[CH:27][C:26]=2[F:35])[CH2:9]1)=[O:7])([CH3:4])([CH3:3])[CH3:2].[CH3:36][N+:37]1(C2N=C(OC)N=C(OC)N=2)CCOCC1.[Cl-].CN.C(O)C. Product: [F:34][C:33]1[CH:32]=[C:28]([C:29](=[O:31])[NH:37][CH3:36])[CH:27]=[C:26]([F:35])[C:25]=1[C:16]1[N:15]([CH2:14][C@H:10]2[O:11][CH2:12][CH2:13][N:8]([C:6]([O:5][C:1]([CH3:3])([CH3:4])[CH3:2])=[O:7])[CH2:9]2)[C:19]2[CH:20]=[CH:21][C:22]([CH3:24])=[CH:23][C:18]=2[N:17]=1. The catalyst class is: 3. (2) Reactant: [CH3:1][C:2]1[N:7]=[C:6]([N:8]2[CH2:13][CH2:12][NH:11][CH2:10][CH2:9]2)[CH:5]=[C:4]([C:14]([F:17])([F:16])[F:15])[CH:3]=1.[C:18]([O:22][C:23]([NH:25][C@@H:26]1[CH2:30][CH2:29][C@:28]([CH:34]([CH3:36])[CH3:35])([C:31](O)=[O:32])[CH2:27]1)=[O:24])([CH3:21])([CH3:20])[CH3:19].F[P-](F)(F)(F)(F)F.N1(O[P+](N(C)C)(N(C)C)N(C)C)C2C=CC=CC=2N=N1.C(N(CC)CC)C. Product: [C:18]([O:22][C:23](=[O:24])[NH:25][C@@H:26]1[CH2:30][CH2:29][C@:28]([CH:34]([CH3:35])[CH3:36])([C:31]([N:11]2[CH2:12][CH2:13][N:8]([C:6]3[CH:5]=[C:4]([C:14]([F:17])([F:15])[F:16])[CH:3]=[C:2]([CH3:1])[N:7]=3)[CH2:9][CH2:10]2)=[O:32])[CH2:27]1)([CH3:21])([CH3:20])[CH3:19]. The catalyst class is: 2. (3) Reactant: [CH3:1][O:2][C:3](=[O:14])[C:4]1[CH:9]=[CH:8][CH:7]=[C:6]([N+:10]([O-:12])=[O:11])[C:5]=1[NH2:13].[Br:15]Br. Product: [CH3:1][O:2][C:3](=[O:14])[C:4]1[CH:9]=[C:8]([Br:15])[CH:7]=[C:6]([N+:10]([O-:12])=[O:11])[C:5]=1[NH2:13]. The catalyst class is: 15. (4) Reactant: Cl.[F:2][C:3]1[CH:4]=[C:5]([CH:15]=[CH:16][C:17]=1[N:18]1[CH:22]=[C:21]([CH3:23])[CH:20]=[N:19]1)[O:6][CH2:7][CH:8]1[CH:13]([NH2:14])[CH2:12][CH2:11][O:10][CH2:9]1.[CH2:24]([S:26](Cl)(=[O:28])=[O:27])[CH3:25].CO. Product: [F:2][C:3]1[CH:4]=[C:5]([CH:15]=[CH:16][C:17]=1[N:18]1[CH:22]=[C:21]([CH3:23])[CH:20]=[N:19]1)[O:6][CH2:7][CH:8]1[CH:13]([NH:14][S:26]([CH2:24][CH3:25])(=[O:28])=[O:27])[CH2:12][CH2:11][O:10][CH2:9]1. The catalyst class is: 1. (5) Reactant: Br[C:2]1[CH:11]=[N:10][C:9]2[N:8]([CH3:12])[C:7](=[O:13])[CH2:6][O:5][C:4]=2[CH:3]=1.[CH3:14][C:15]1([CH3:31])[C:19]([CH3:21])([CH3:20])[O:18][B:17]([B:17]2[O:18][C:19]([CH3:21])([CH3:20])[C:15]([CH3:31])([CH3:14])[O:16]2)[O:16]1.ClCCl.C([O-])(=O)C.[K+]. Product: [CH3:12][N:8]1[C:7](=[O:13])[CH2:6][O:5][C:4]2[CH:3]=[C:2]([B:17]3[O:18][C:19]([CH3:21])([CH3:20])[C:15]([CH3:31])([CH3:14])[O:16]3)[CH:11]=[N:10][C:9]1=2. The catalyst class is: 75. (6) Reactant: [OH:1]/[N:2]=[C:3](\[C:10]1[N:14]([CH3:15])[N:13]=[CH:12][N:11]=1)/[C:4]1[CH:9]=[CH:8][CH:7]=[CH:6][CH:5]=1.C([O-])([O-])=O.[Cs+].[Cs+].Br[CH2:23][C:24]1[N:29]=[C:28]([N:30]2[C:38](=[O:39])[C:37]3[C:32](=[CH:33][CH:34]=[CH:35][CH:36]=3)[C:31]2=[O:40])[CH:27]=[CH:26][CH:25]=1. Product: [CH3:15][N:14]1[C:10]([C:3](=[N:2][O:1][CH2:23][C:24]2[N:29]=[C:28]([N:30]3[C:31](=[O:40])[C:32]4[C:37](=[CH:36][CH:35]=[CH:34][CH:33]=4)[C:38]3=[O:39])[CH:27]=[CH:26][CH:25]=2)[C:4]2[CH:5]=[CH:6][CH:7]=[CH:8][CH:9]=2)=[N:11][CH:12]=[N:13]1. The catalyst class is: 23. (7) The catalyst class is: 15. Reactant: [CH3:1][O:2][C:3]1[N:4]=[C:5]2[C:10](=[CH:11][CH:12]=1)[N:9]=[CH:8][CH:7]=[C:6]2[OH:13].C1C(=O)N([Cl:21])C(=O)C1. Product: [Cl:21][C:7]1[CH:8]=[N:9][C:10]2[C:5]([C:6]=1[OH:13])=[N:4][C:3]([O:2][CH3:1])=[CH:12][CH:11]=2. (8) Reactant: [O:1]=[C:2]([C:22]1[CH:27]=[CH:26][CH:25]=[CH:24][CH:23]=1)[CH2:3][O:4][C@H:5]1[CH2:10][CH2:9][C@H:8]([N:11]2[C:19](=[O:20])[C:18]3[C:13](=[CH:14][CH:15]=[CH:16][CH:17]=3)[C:12]2=[O:21])[CH2:7][CH2:6]1.[H][H]. Product: [OH:1][CH:2]([C:22]1[CH:23]=[CH:24][CH:25]=[CH:26][CH:27]=1)[CH2:3][O:4][C@H:5]1[CH2:6][CH2:7][C@H:8]([N:11]2[C:19](=[O:20])[C:18]3[C:13](=[CH:14][CH:15]=[CH:16][CH:17]=3)[C:12]2=[O:21])[CH2:9][CH2:10]1. The catalyst class is: 63. (9) Reactant: Cl.[NH:2]1[CH2:7][CH2:6][CH2:5][CH2:4][CH:3]1[CH2:8][CH2:9][CH2:10][OH:11].C([O-])([O-])=O.[K+].[K+].[CH2:18](Br)[C:19]1[CH:24]=[CH:23][CH:22]=[CH:21][CH:20]=1. Product: [CH2:18]([N:2]1[CH2:7][CH2:6][CH2:5][CH2:4][CH:3]1[CH2:8][CH2:9][CH2:10][OH:11])[C:19]1[CH:24]=[CH:23][CH:22]=[CH:21][CH:20]=1. The catalyst class is: 8. (10) Reactant: C1(P(=[CH:20][C:21]([O:23][CH3:24])=[O:22])(C2C=CC=CC=2)C2C=CC=CC=2)C=CC=CC=1.[Cl:25][C:26]1[CH:27]=[C:28]([CH:31]=[C:32]([O:34][CH3:35])[CH:33]=1)[CH:29]=O. Product: [Cl:25][C:26]1[CH:27]=[C:28]([CH:29]=[CH:20][C:21]([O:23][CH3:24])=[O:22])[CH:31]=[C:32]([O:34][CH3:35])[CH:33]=1. The catalyst class is: 2.